Dataset: Full USPTO retrosynthesis dataset with 1.9M reactions from patents (1976-2016). Task: Predict the reactants needed to synthesize the given product. (1) Given the product [C:25]([O:24][C:22]([N:20]1[CH2:21][C@H:17]([O:16][C:9]2[C:10]3[S:15][CH:14]=[CH:13][C:11]=3[N:12]=[C:7]([C:2]3[CH:3]=[CH:4][CH:5]=[CH:6][N:1]=3)[N:8]=2)[CH2:18][C@H:19]1[C:29]([OH:31])=[O:30])=[O:23])([CH3:28])([CH3:26])[CH3:27], predict the reactants needed to synthesize it. The reactants are: [N:1]1[CH:6]=[CH:5][CH:4]=[CH:3][C:2]=1[C:7]1[N:8]=[C:9]([O:16][C@H:17]2[CH2:21][N:20]([C:22]([O:24][C:25]([CH3:28])([CH3:27])[CH3:26])=[O:23])[C@H:19]([C:29]([O:31]C)=[O:30])[CH2:18]2)[C:10]2[S:15][CH:14]=[CH:13][C:11]=2[N:12]=1.O1CCCC1.[OH-].[Li+]. (2) Given the product [Cl:1][C:2]1[C:3]([O:28][C@H:29]2[CH2:30][CH2:31][C@@H:32]([CH2:35][CH3:36])[CH2:33][CH2:34]2)=[CH:4][CH:5]=[C:6]2[C:11]=1[CH:10]=[N:9][C:8]([CH2:12][N:13]1[CH:14]3[CH2:21][CH2:20][CH2:19][CH:18]1[CH2:17][CH:16]([C:22]([OH:24])=[O:23])[CH2:15]3)=[CH:7]2, predict the reactants needed to synthesize it. The reactants are: [Cl:1][C:2]1[C:3]([O:28][C@H:29]2[CH2:34][CH2:33][C@@H:32]([CH2:35][CH3:36])[CH2:31][CH2:30]2)=[CH:4][CH:5]=[C:6]2[C:11]=1[CH:10]=[N:9][C:8]([CH2:12][N:13]1[CH:18]3[CH2:19][CH2:20][CH2:21][CH:14]1[CH2:15][CH:16]([C:22]([O:24]C(C)C)=[O:23])[CH2:17]3)=[CH:7]2.[OH-].[Na+].